From a dataset of Reaction yield outcomes from USPTO patents with 853,638 reactions. Predict the reaction yield, written as a fraction of the theoretical maximum amount of product (1.0 means a 100% yield; for example, 0.34 means a 34% yield). (1) The reactants are [Cl:1][C:2]1[C:7]([N+:8]([O-:10])=[O:9])=[C:6]([CH3:11])[CH:5]=[CH:4][N:3]=1.C(N)(N)=[O:13].OO.FC(F)(F)C(OC(=O)C(F)(F)F)=O. The catalyst is C(Cl)Cl. The product is [Cl:1][C:2]1[C:7]([N+:8]([O-:10])=[O:9])=[C:6]([CH3:11])[CH:5]=[CH:4][N+:3]=1[O-:13]. The yield is 0.830. (2) The reactants are [Br:1][C:2]1[CH:7]=[CH:6][C:5]([C@@H:8]([NH:10][CH2:11][CH2:12][C@@:13]([NH:24][S@@](C(C)(C)C)=O)([C:17]2[CH:22]=[CH:21][C:20]([F:23])=[CH:19][CH:18]=2)[CH2:14][CH:15]=[CH2:16])[CH3:9])=[CH:4][CH:3]=1.O1CCOCC1.C([O-])([O-])=O.[Na+].[Na+]. The catalyst is Cl. The product is [Br:1][C:2]1[CH:7]=[CH:6][C:5]([C@@H:8]([NH:10][CH2:11][CH2:12][C@:13]([C:17]2[CH:18]=[CH:19][C:20]([F:23])=[CH:21][CH:22]=2)([NH2:24])[CH2:14][CH:15]=[CH2:16])[CH3:9])=[CH:4][CH:3]=1. The yield is 1.00.